Dataset: Full USPTO retrosynthesis dataset with 1.9M reactions from patents (1976-2016). Task: Predict the reactants needed to synthesize the given product. (1) Given the product [CH2:24]([O:23][C:21](=[O:22])[C:20](=[CH:19][NH:14][C:13]1[N:9]([C:6]2[CH:5]=[CH:4][C:3]([O:2][CH3:1])=[CH:8][CH:7]=2)[N:10]=[C:11]([CH3:15])[CH:12]=1)[C:26]([O:28][CH2:29][CH3:30])=[O:27])[CH3:25], predict the reactants needed to synthesize it. The reactants are: [CH3:1][O:2][C:3]1[CH:8]=[CH:7][C:6]([N:9]2[C:13]([NH2:14])=[CH:12][C:11]([CH3:15])=[N:10]2)=[CH:5][CH:4]=1.C(O[CH:19]=[C:20]([C:26]([O:28][CH2:29][CH3:30])=[O:27])[C:21]([O:23][CH2:24][CH3:25])=[O:22])C. (2) Given the product [O:22]=[C:20]1[C:19]2[CH:23]=[CH:24][CH:25]=[CH:26][C:18]=2[S:17][C:16]([C:14]2[N:15]=[C:10]([CH2:9][NH:8][S:28]([CH3:27])(=[O:30])=[O:29])[CH:11]=[CH:12][CH:13]=2)=[N:21]1, predict the reactants needed to synthesize it. The reactants are: FC(F)(F)C(O)=O.[NH2:8][CH2:9][C:10]1[N:15]=[C:14]([C:16]2[S:17][C:18]3[CH:26]=[CH:25][CH:24]=[CH:23][C:19]=3[C:20](=[O:22])[N:21]=2)[CH:13]=[CH:12][CH:11]=1.[CH3:27][S:28](Cl)(=[O:30])=[O:29].C(=O)([O-])O.[Na+]. (3) The reactants are: [CH2:1]([C:8]1[CH:17]=[C:16]2[C:11]([C:12]([OH:35])=[C:13]([C:30](OCC)=[O:31])[C:14](=[O:29])[N:15]2[CH2:18][C:19]2[CH:24]=[CH:23][C:22]([S:25]([CH3:28])(=[O:27])=[O:26])=[CH:21][CH:20]=2)=[N:10][CH:9]=1)[C:2]1[CH:7]=[CH:6][CH:5]=[CH:4][CH:3]=1.[NH2:36][CH2:37][CH2:38][N:39]1[CH2:43][CH2:42][CH2:41][CH2:40]1. Given the product [CH2:1]([C:8]1[CH:17]=[C:16]2[C:11]([C:12]([OH:35])=[C:13]([C:30]([NH:36][CH2:37][CH2:38][N:39]3[CH2:43][CH2:42][CH2:41][CH2:40]3)=[O:31])[C:14](=[O:29])[N:15]2[CH2:18][C:19]2[CH:20]=[CH:21][C:22]([S:25]([CH3:28])(=[O:27])=[O:26])=[CH:23][CH:24]=2)=[N:10][CH:9]=1)[C:2]1[CH:7]=[CH:6][CH:5]=[CH:4][CH:3]=1, predict the reactants needed to synthesize it. (4) The reactants are: [Cl:1][C:2]1[CH:3]=[CH:4][C:5]([S:10][CH:11]2[CH2:15][CH2:14][CH2:13][CH2:12]2)=[C:6]([CH:9]=1)[C:7]#[N:8].ClC1C=CC(SCC)=C(C=1)CN. Given the product [Cl:1][C:2]1[CH:3]=[CH:4][C:5]([S:10][CH:11]2[CH2:12][CH2:13][CH2:14][CH2:15]2)=[C:6]([CH2:7][NH2:8])[CH:9]=1, predict the reactants needed to synthesize it. (5) Given the product [CH3:32][O:31][CH2:30][CH2:29][C:28]([NH:27][CH:25]([C:22]1[CH:21]=[CH:20][C:19]([NH:17][C:12]2[N:11]=[CH:10][C:9]3[C:14](=[CH:15][CH:16]=[C:7]([C:4]4[CH:3]=[CH:2][N:1]=[CH:6][CH:5]=4)[CH:8]=3)[N:13]=2)=[CH:24][CH:23]=1)[CH3:26])=[O:33], predict the reactants needed to synthesize it. The reactants are: [N:1]1[CH:6]=[CH:5][C:4]([C:7]2[CH:8]=[C:9]3[C:14](=[CH:15][CH:16]=2)[N:13]=[C:12]([NH2:17])[N:11]=[CH:10]3)=[CH:3][CH:2]=1.Br[C:19]1[CH:24]=[CH:23][C:22]([CH:25]([NH:27][C:28](=[O:33])[CH2:29][CH2:30][O:31][CH3:32])[CH3:26])=[CH:21][CH:20]=1.C([O-])([O-])=O.[Cs+].[Cs+].CC1(C)C2C(=C(P(C3C=CC=CC=3)C3C=CC=CC=3)C=CC=2)OC2C(P(C3C=CC=CC=3)C3C=CC=CC=3)=CC=CC1=2. (6) Given the product [CH:39]1([C:37]#[C:38][C:2]2[CH:3]=[CH:4][C:5]([O:28][CH3:29])=[C:6]([N:8]3[C:17]4[C:12](=[CH:13][C:14]([S:18]([NH:21][C:22]5[CH:26]=[CH:25][O:24][N:23]=5)(=[O:20])=[O:19])=[CH:15][CH:16]=4)[CH:11]=[CH:10][C:9]3=[O:27])[CH:7]=2)[CH2:43][CH2:42][CH2:41][CH2:40]1, predict the reactants needed to synthesize it. The reactants are: Br[C:2]1[CH:3]=[CH:4][C:5]([O:28][CH3:29])=[C:6]([N:8]2[C:17]3[C:12](=[CH:13][C:14]([S:18]([NH:21][C:22]4[CH:26]=[CH:25][O:24][N:23]=4)(=[O:20])=[O:19])=[CH:15][CH:16]=3)[CH:11]=[CH:10][C:9]2=[O:27])[CH:7]=1.C(NC(C)C)(C)C.[C:37]([CH:39]1[CH2:43][CH2:42][CH2:41][CH2:40]1)#[CH:38].Cl.